From a dataset of NCI-60 drug combinations with 297,098 pairs across 59 cell lines. Regression. Given two drug SMILES strings and cell line genomic features, predict the synergy score measuring deviation from expected non-interaction effect. (1) Drug 1: CNC(=O)C1=NC=CC(=C1)OC2=CC=C(C=C2)NC(=O)NC3=CC(=C(C=C3)Cl)C(F)(F)F. Drug 2: CN1C=C(C=N1)C2=C3N=C(C(=C(N3N=C2)N)Br)C4CCCNC4. Cell line: NCIH23. Synergy scores: CSS=68.5, Synergy_ZIP=-1.79, Synergy_Bliss=-3.72, Synergy_Loewe=-4.91, Synergy_HSA=2.30. (2) Drug 1: CC1=CC=C(C=C1)C2=CC(=NN2C3=CC=C(C=C3)S(=O)(=O)N)C(F)(F)F. Drug 2: CNC(=O)C1=NC=CC(=C1)OC2=CC=C(C=C2)NC(=O)NC3=CC(=C(C=C3)Cl)C(F)(F)F. Cell line: HCC-2998. Synergy scores: CSS=-8.71, Synergy_ZIP=1.91, Synergy_Bliss=-7.28, Synergy_Loewe=-6.98, Synergy_HSA=-12.9. (3) Drug 1: CC1=C(N=C(N=C1N)C(CC(=O)N)NCC(C(=O)N)N)C(=O)NC(C(C2=CN=CN2)OC3C(C(C(C(O3)CO)O)O)OC4C(C(C(C(O4)CO)O)OC(=O)N)O)C(=O)NC(C)C(C(C)C(=O)NC(C(C)O)C(=O)NCCC5=NC(=CS5)C6=NC(=CS6)C(=O)NCCC[S+](C)C)O. Drug 2: CC1C(C(CC(O1)OC2CC(CC3=C2C(=C4C(=C3O)C(=O)C5=C(C4=O)C(=CC=C5)OC)O)(C(=O)CO)O)N)O.Cl. Cell line: SK-MEL-2. Synergy scores: CSS=51.4, Synergy_ZIP=-8.37, Synergy_Bliss=-13.3, Synergy_Loewe=-13.9, Synergy_HSA=-12.1. (4) Drug 1: CN(CC1=CN=C2C(=N1)C(=NC(=N2)N)N)C3=CC=C(C=C3)C(=O)NC(CCC(=O)O)C(=O)O. Drug 2: N.N.Cl[Pt+2]Cl. Cell line: SNB-75. Synergy scores: CSS=29.4, Synergy_ZIP=-8.43, Synergy_Bliss=-3.52, Synergy_Loewe=-19.4, Synergy_HSA=1.01. (5) Drug 1: C1=CN(C(=O)N=C1N)C2C(C(C(O2)CO)O)O.Cl. Drug 2: CC1CCC2CC(C(=CC=CC=CC(CC(C(=O)C(C(C(=CC(C(=O)CC(OC(=O)C3CCCCN3C(=O)C(=O)C1(O2)O)C(C)CC4CCC(C(C4)OC)OCCO)C)C)O)OC)C)C)C)OC. Cell line: SF-539. Synergy scores: CSS=43.5, Synergy_ZIP=2.37, Synergy_Bliss=-0.0726, Synergy_Loewe=-2.63, Synergy_HSA=-1.10.